Predict the reactants needed to synthesize the given product. From a dataset of Full USPTO retrosynthesis dataset with 1.9M reactions from patents (1976-2016). (1) Given the product [C:1]([C:3]1[CH:11]=[CH:10][C:6]([C:7]([Cl:15])=[O:8])=[CH:5][C:4]=1[F:12])#[N:2], predict the reactants needed to synthesize it. The reactants are: [C:1]([C:3]1[CH:11]=[CH:10][C:6]([C:7](O)=[O:8])=[CH:5][C:4]=1[F:12])#[N:2].S(Cl)([Cl:15])=O. (2) Given the product [CH2:1]([O:8][C:9]1[N:10]=[N:11][C:12]([C:23]#[C:24][C:26]2[CH:31]=[CH:30][C:29]([C:32]([F:35])([F:34])[F:33])=[CH:28][N:27]=2)=[CH:13][C:14]=1[O:15][CH2:16][C:17]1[CH:22]=[CH:21][CH:20]=[CH:19][CH:18]=1)[C:2]1[CH:3]=[CH:4][CH:5]=[CH:6][CH:7]=1, predict the reactants needed to synthesize it. The reactants are: [CH2:1]([O:8][C:9]1[N:10]=[N:11][C:12]([C:23]#[CH:24])=[CH:13][C:14]=1[O:15][CH2:16][C:17]1[CH:22]=[CH:21][CH:20]=[CH:19][CH:18]=1)[C:2]1[CH:7]=[CH:6][CH:5]=[CH:4][CH:3]=1.Br[C:26]1[CH:31]=[CH:30][C:29]([C:32]([F:35])([F:34])[F:33])=[CH:28][N:27]=1.C(N(CC)CC)C. (3) Given the product [Cl:27][C:28]1[S:29][C:30]([S:34]([N:37]2[CH2:42][CH2:41][N:40]([CH3:43])[CH2:39][CH2:38]2)(=[O:35])=[O:36])=[CH:31][C:32]=1[NH:33][C:12]([C:11]1[CH:10]=[N:9][N:8]2[C:3]([C:2]([F:26])([F:25])[F:1])=[CH:4][C:5]([C:15]3[CH:20]=[CH:19][C:18]([C:21]([F:23])([F:22])[F:24])=[CH:17][CH:16]=3)=[N:6][C:7]=12)=[O:13], predict the reactants needed to synthesize it. The reactants are: [F:1][C:2]([F:26])([F:25])[C:3]1[N:8]2[N:9]=[CH:10][C:11]([C:12](O)=[O:13])=[C:7]2[N:6]=[C:5]([C:15]2[CH:20]=[CH:19][C:18]([C:21]([F:24])([F:23])[F:22])=[CH:17][CH:16]=2)[CH:4]=1.[Cl:27][C:28]1[S:29][C:30]([S:34]([N:37]2[CH2:42][CH2:41][N:40]([CH3:43])[CH2:39][CH2:38]2)(=[O:36])=[O:35])=[CH:31][C:32]=1[NH2:33]. (4) Given the product [C:6]([O:5][C:4]([N:3]([CH2:1][CH3:2])[CH:11]1[CH2:12][CH2:13][CH:14]([O:17][C:18]2[C:29]3[C:28]4[C@@H:27]([CH2:30][C:31]([OH:45])=[O:32])[CH2:26][CH2:25][C:24]=4[S:23][C:22]=3[N:21]=[CH:20][N:19]=2)[CH2:15][CH2:16]1)=[O:10])([CH3:8])([CH3:7])[CH3:9], predict the reactants needed to synthesize it. The reactants are: [CH2:1]([N:3]([CH:11]1[CH2:16][CH2:15][CH:14]([O:17][C:18]2[C:29]3[C:28]4[C@@H:27]([CH2:30][CH2:31][OH:32])[CH2:26][CH2:25][C:24]=4[S:23][C:22]=3[N:21]=[CH:20][N:19]=2)[CH2:13][CH2:12]1)[C:4](=[O:10])[O:5][C:6]([CH3:9])([CH3:8])[CH3:7])[CH3:2].C1C=C[NH+]=CC=1.C1C=C[NH+]=CC=1.[O-:45][Cr](O[Cr]([O-])(=O)=O)(=O)=O. (5) Given the product [ClH:1].[Cl:1][C:2]1[CH:7]=[C:6]([Cl:8])[CH:5]=[CH:4][C:3]=1[C:9]1([OH:38])[C:17]2[C:12](=[CH:13][C:14]([C:22]3[O:23][CH:24]=[CH:25][N:26]=3)=[CH:15][C:16]=2[C:18]([F:19])([F:20])[F:21])[N:11]([CH2:27][C@H:28]2[CH2:29][C@H:30]([N:32]([CH2:33][CH3:34])[CH2:35][CH3:36])[CH2:31]2)[C:10]1=[O:37], predict the reactants needed to synthesize it. The reactants are: [Cl:1][C:2]1[CH:7]=[C:6]([Cl:8])[CH:5]=[CH:4][C:3]=1[C:9]1([OH:38])[C:17]2[C:12](=[CH:13][C:14]([C:22]3[O:23][CH:24]=[CH:25][N:26]=3)=[CH:15][C:16]=2[C:18]([F:21])([F:20])[F:19])[N:11]([CH2:27][C@H:28]2[CH2:31][C@H:30]([N:32]([CH2:35][CH3:36])[CH2:33][CH3:34])[CH2:29]2)[C:10]1=[O:37].Cl. (6) Given the product [CH3:23][N:21]([CH3:22])[C@H:15]1[CH2:14][C@@H:13]([CH3:24])[O:12][C@@H:11]([O:10][CH2:9][CH2:8][CH:5]([OH:4])[C:6]#[CH:7])[C@@H:16]1[OH:17], predict the reactants needed to synthesize it. The reactants are: C([O:4][CH:5]([CH2:8][CH2:9][O:10][C@H:11]1[C@H:16]([O:17]C(=O)C)[C@@H:15]([N:21]([CH3:23])[CH3:22])[CH2:14][C@@H:13]([CH3:24])[O:12]1)[C:6]#[CH:7])(=O)C.C([O-])([O-])=O.[K+].[K+]. (7) Given the product [CH3:29][N:2]([CH3:1])[CH2:3][CH2:4][CH2:5][N:6]1[C:14]2[C:9](=[CH:10][C:11]([O:15][CH3:16])=[CH:12][CH:13]=2)[C:8](/[CH:17]=[C:18]2\[O:19][C:20]3[CH:27]=[C:26]([O:28][C:31]([NH:30][CH2:33][C:34]([O:36][CH2:37][CH3:38])=[O:35])=[O:32])[CH:25]=[CH:24][C:21]=3[C:22]\2=[O:23])=[CH:7]1, predict the reactants needed to synthesize it. The reactants are: [CH3:1][N:2]([CH3:29])[CH2:3][CH2:4][CH2:5][N:6]1[C:14]2[C:9](=[CH:10][C:11]([O:15][CH3:16])=[CH:12][CH:13]=2)[C:8](/[CH:17]=[C:18]2\[O:19][C:20]3[CH:27]=[C:26]([OH:28])[CH:25]=[CH:24][C:21]=3[C:22]\2=[O:23])=[CH:7]1.[N:30]([CH2:33][C:34]([O:36][CH2:37][CH3:38])=[O:35])=[C:31]=[O:32].CCOCC. (8) The reactants are: [CH3:1][C:2]([C@@H:4]1[C@@:8]2([CH3:24])[CH2:9][CH2:10][C@@H:11]3[C@@:16]4([CH3:23])[CH2:17][CH2:18][C@:19]([OH:22])([CH3:21])[CH2:20][C@@H:15]4[CH2:14][CH2:13][C@H:12]3[C@@H:7]2[CH2:6][CH2:5]1)=[O:3].[CH3:25][C@H:26]1[O:31][C@@H:30]2[O:32][C@H:33]3[C@H:38]([OH:39])[C@@H:37]([OH:40])[C@@H:36]([O:41][C@H:42]4[C@H:47]([OH:48])[C@@H:46]([OH:49])[C@@H:45]([O:50][C@H:51]5[C@H:56]([OH:57])[C@@H:55]([OH:58])[C@@H:54]([O:59][C@H:60]6[C@H:65]([OH:66])[C@@H:64]([OH:67])[C@@H:63]([O:68][C@H:69]7[C@H:74]([OH:75])[C@@H:73]([OH:76])[C@@H:72]([O:77][C@H:78]8[C@H:84]([OH:85])[C@@H:83]([OH:86])[C@@H:81]([O:82][C@H:27]1[C@H:28]([OH:108])[C@H:29]2[OH:107])[O:80][C@@H:79]8[CH2:87][O:88][CH2:89][CH2:90][CH2:91][CH2:92][S:93]([O-:96])(=[O:95])=[O:94])[O:71][C@@H:70]7[CH2:97][OH:98])[O:62][C@@H:61]6[CH2:99][OH:100])[O:53][C@@H:52]5[CH2:101][OH:102])[O:44][C@@H:43]4[CH2:103][OH:104])[O:35][C@@H:34]3[CH2:105][OH:106].[Na+:109]. Given the product [CH3:1][C:2]([C@@H:4]1[C@@:8]2([CH3:24])[CH2:9][CH2:10][C@@H:11]3[C@@:16]4([CH3:23])[CH2:17][CH2:18][C@:19]([OH:22])([CH3:21])[CH2:20][C@@H:15]4[CH2:14][CH2:13][C@H:12]3[C@@H:7]2[CH2:6][CH2:5]1)=[O:3].[CH3:25][C@H:26]1[O:31][C@@H:30]2[O:32][C@H:33]3[C@H:38]([OH:39])[C@@H:37]([OH:40])[C@@H:36]([O:41][C@H:42]4[C@H:47]([OH:48])[C@@H:46]([OH:49])[C@@H:45]([O:50][C@H:51]5[C@H:56]([OH:57])[C@@H:55]([OH:58])[C@@H:54]([O:59][C@H:60]6[C@H:65]([OH:66])[C@@H:64]([OH:67])[C@@H:63]([O:68][C@H:69]7[C@H:74]([OH:75])[C@@H:73]([OH:76])[C@@H:72]([O:77][C@H:78]8[C@H:84]([OH:85])[C@@H:83]([OH:86])[C@@H:81]([O:82][C@H:27]1[C@H:28]([OH:108])[C@H:29]2[OH:107])[O:80][C@@H:79]8[CH2:87][O:88][CH2:89][CH2:90][CH2:91][CH2:92][S:93]([O-:96])(=[O:95])=[O:94])[O:71][C@@H:70]7[CH2:97][OH:98])[O:62][C@@H:61]6[CH2:99][OH:100])[O:53][C@@H:52]5[CH2:101][OH:102])[O:44][C@@H:43]4[CH2:103][OH:104])[O:35][C@@H:34]3[CH2:105][OH:106].[Na+:109], predict the reactants needed to synthesize it.